This data is from Catalyst prediction with 721,799 reactions and 888 catalyst types from USPTO. The task is: Predict which catalyst facilitates the given reaction. (1) Reactant: [C:1](=[N:14][C:15]1[CH:16]=[CH:17][C:18]([F:31])=[C:19]([C:21]2([CH:28]3[CH2:30][CH2:29]3)[NH:26][C:25](=O)[CH2:24][O:23][CH2:22]2)[CH:20]=1)([C:8]1[CH:13]=[CH:12][CH:11]=[CH:10][CH:9]=1)[C:2]1[CH:7]=[CH:6][CH:5]=[CH:4][CH:3]=1.COC1C=CC(P2(SP(C3C=CC(OC)=CC=3)(=S)S2)=[S:41])=CC=1. Product: [C:1](=[N:14][C:15]1[CH:16]=[CH:17][C:18]([F:31])=[C:19]([C:21]2([CH:28]3[CH2:30][CH2:29]3)[NH:26][C:25](=[S:41])[CH2:24][O:23][CH2:22]2)[CH:20]=1)([C:8]1[CH:13]=[CH:12][CH:11]=[CH:10][CH:9]=1)[C:2]1[CH:7]=[CH:6][CH:5]=[CH:4][CH:3]=1. The catalyst class is: 54. (2) Reactant: [CH3:1][O:2][C:3]1[CH:17]=[CH:16][C:6]([C:7]([NH:9][C:10]2[CH:15]=[CH:14][CH:13]=[CH:12][CH:11]=2)=[O:8])=[CH:5][CH:4]=1.C([Li])CCC.CC(O)C.C(=O)=O.CN(C)[C:32](=[O:39])[C:33]1[CH:38]=[CH:37][CH:36]=[CH:35][CH:34]=1. Product: [OH:39][C:32]1([C:33]2[CH:38]=[CH:37][CH:36]=[CH:35][CH:34]=2)[C:5]2[C:6](=[CH:16][CH:17]=[C:3]([O:2][CH3:1])[CH:4]=2)[C:7](=[O:8])[N:9]1[C:10]1[CH:15]=[CH:14][CH:13]=[CH:12][CH:11]=1. The catalyst class is: 7.